Dataset: Forward reaction prediction with 1.9M reactions from USPTO patents (1976-2016). Task: Predict the product of the given reaction. (1) Given the reactants [CH3:1][N:2]([CH2:4][C-:5]1[CH:9]=[CH:8][CH:7]=[CH:6]1)[CH3:3].[CH-:10]1[CH:14]=[CH:13][CH:12]=[CH:11]1.[Fe+2:15].C([Li])CCC.CN(CCN(C)C)C.C(=O)=O.CC(C)=O.Cl[Si:37]([CH3:40])([CH3:39])[CH3:38], predict the reaction product. The product is: [CH3:1][N:2]([CH2:4][C-:5]1[CH:9]=[CH:8][CH:7]=[C:6]1[Si:37]([CH3:40])([CH3:39])[CH3:38])[CH3:3].[C-:10]1([Si:37]([CH3:40])([CH3:39])[CH3:38])[CH:14]=[CH:13][CH:12]=[CH:11]1.[Fe+2:15]. (2) Given the reactants [Cl:1][C:2]1[CH:7]=[C:6](I)[CH:5]=[C:4]([Cl:9])[CH:3]=1.[CH3:10][Si:11]([C:14]#[CH:15])([CH3:13])[CH3:12], predict the reaction product. The product is: [Cl:1][C:2]1[CH:7]=[C:6]([C:15]#[C:14][Si:11]([CH3:13])([CH3:12])[CH3:10])[CH:5]=[C:4]([Cl:9])[CH:3]=1. (3) The product is: [CH:16]1([N:5]2[C:4]3[N:3]=[C:2]([N:19]4[CH:23]=[CH:22][N:21]=[C:20]4[C:24]4[CH:29]=[N:28][CH:27]=[N:26][CH:25]=4)[N:11]=[CH:10][C:9]=3[N:8]([CH3:12])[C:7](=[O:13])[C@H:6]2[CH2:14][CH3:15])[CH2:18][CH2:17]1. Given the reactants Cl[C:2]1[N:11]=[CH:10][C:9]2[N:8]([CH3:12])[C:7](=[O:13])[C@@H:6]([CH2:14][CH3:15])[N:5]([CH:16]3[CH2:18][CH2:17]3)[C:4]=2[N:3]=1.[NH:19]1[CH:23]=[CH:22][N:21]=[C:20]1[C:24]1[CH:25]=[N:26][CH:27]=[N:28][CH:29]=1, predict the reaction product. (4) Given the reactants C[O-].[Na+].[CH3:4][N:5]1[CH:9]=[C:8]([CH2:10][S:11]C(=O)C2C=CC=CC=2)[CH:7]=[N:6]1.[NH2:20][C:21]1[S:22][CH:23]=[C:24](/[C:26](=[N:60]/[O:61][C:62]([C:75]2[CH:80]=[CH:79][CH:78]=[CH:77][CH:76]=2)([C:69]2[CH:74]=[CH:73][CH:72]=[CH:71][CH:70]=2)[C:63]2[CH:68]=[CH:67][CH:66]=[CH:65][CH:64]=2)/[C:27]([NH:29][C@@H:30]2[C:58](=[O:59])[N:32]3[C:33]([C:42]([O:44][CH:45]([C:52]4[CH:57]=[CH:56][CH:55]=[CH:54][CH:53]=4)[C:46]4[CH:51]=[CH:50][CH:49]=[CH:48][CH:47]=4)=[O:43])=[C:34](OS(C)(=O)=O)[CH2:35][S:36][C@H:31]23)=[O:28])[N:25]=1, predict the reaction product. The product is: [NH2:20][C:21]1[S:22][CH:23]=[C:24](/[C:26](=[N:60]/[O:61][C:62]([C:63]2[CH:64]=[CH:65][CH:66]=[CH:67][CH:68]=2)([C:75]2[CH:76]=[CH:77][CH:78]=[CH:79][CH:80]=2)[C:69]2[CH:74]=[CH:73][CH:72]=[CH:71][CH:70]=2)/[C:27]([NH:29][C@@H:30]2[C:58](=[O:59])[N:32]3[C:33]([C:42]([O:44][CH:45]([C:46]4[CH:47]=[CH:48][CH:49]=[CH:50][CH:51]=4)[C:52]4[CH:57]=[CH:56][CH:55]=[CH:54][CH:53]=4)=[O:43])=[C:34]([S:11][CH2:10][C:8]4[CH:7]=[N:6][N:5]([CH3:4])[CH:9]=4)[CH2:35][S:36][C@H:31]23)=[O:28])[N:25]=1. (5) Given the reactants [CH2:1]([S:3][C:4]1[C:9]([C:10]([NH:12][C:13]2[C:14]([SH:23])=[N:15][CH:16]=[C:17]([C:19]([F:22])([F:21])[F:20])[CH:18]=2)=O)=[CH:8][N:7]=[CH:6][CH:5]=1)[CH3:2].CN(C=O)C.C(=O)(O)[O-].[Na+], predict the reaction product. The product is: [CH2:1]([S:3][C:4]1[CH:5]=[CH:6][N:7]=[CH:8][C:9]=1[C:10]1[S:23][C:14]2[C:13]([N:12]=1)=[CH:18][C:17]([C:19]([F:22])([F:21])[F:20])=[CH:16][N:15]=2)[CH3:2].